This data is from Full USPTO retrosynthesis dataset with 1.9M reactions from patents (1976-2016). The task is: Predict the reactants needed to synthesize the given product. (1) Given the product [C:1]1([S:7]([C:10]2[CH:11]=[CH:12][C:13]3[O:18][CH2:17][CH2:16][N:15]([C:19](=[O:23])[CH2:20][C:21]4[NH:28][CH2:27][CH2:26][N:22]=4)[C:14]=3[CH:24]=2)(=[O:8])=[O:9])[CH:2]=[CH:3][CH:4]=[CH:5][CH:6]=1, predict the reactants needed to synthesize it. The reactants are: [C:1]1([S:7]([C:10]2[CH:11]=[CH:12][C:13]3[O:18][CH2:17][CH2:16][N:15]([C:19](=[O:23])[CH2:20][C:21]#[N:22])[C:14]=3[CH:24]=2)(=[O:9])=[O:8])[CH:6]=[CH:5][CH:4]=[CH:3][CH:2]=1.Cl.[CH2:26](N)[CH2:27][NH2:28]. (2) Given the product [C:1]([O:5][C:6](=[O:24])[NH:7][C@H:8]([C:10]1[N:20]2[C:21]3[C:16]([CH2:17][CH2:18][CH2:19]2)=[C:15]([F:22])[CH:14]=[CH:13][C:12]=3[N:11]=1)[CH3:9])([CH3:4])([CH3:3])[CH3:2], predict the reactants needed to synthesize it. The reactants are: [C:1]([O:5][C:6](=[O:24])[NH:7][C@H:8]([C:10](=O)[NH:11][C:12]1[CH:13]=[CH:14][C:15]([F:22])=[C:16]2[C:21]=1[NH:20][CH2:19][CH2:18][CH2:17]2)[CH3:9])([CH3:4])([CH3:3])[CH3:2]. (3) Given the product [C:9]1([Se:8][C:19]([C:17]([O:16][CH3:15])=[O:18])([CH2:26][CH2:27][CH2:28][CH2:29][CH2:30][CH2:31][CH2:32][CH2:33][CH2:34][CH2:35][CH2:36][CH3:37])[C:20](=[O:25])[C:21]([O:23][CH3:24])=[O:22])[CH:14]=[CH:13][CH:12]=[CH:11][CH:10]=1, predict the reactants needed to synthesize it. The reactants are: N1CCOCC1.Br[Se:8][C:9]1[CH:14]=[CH:13][CH:12]=[CH:11][CH:10]=1.[CH3:15][O:16][C:17]([CH:19]([CH2:26][CH2:27][CH2:28][CH2:29][CH2:30][CH2:31][CH2:32][CH2:33][CH2:34][CH2:35][CH2:36][CH3:37])[C:20](=[O:25])[C:21]([O:23][CH3:24])=[O:22])=[O:18]. (4) Given the product [CH3:46][S:47]([O:20][CH:19]([CH2:21][CH2:22][CH2:23][CH2:24][CH2:25][CH2:26][CH2:27][CH2:28]/[CH:29]=[CH:30]\[CH2:31]/[CH:32]=[CH:33]\[CH2:34][CH2:35][CH2:36][CH2:37][CH3:38])[CH2:1][CH2:2][CH2:3][CH2:4][CH2:5][CH2:6][CH2:7][CH2:8]/[CH:9]=[CH:10]\[CH2:11]/[CH:12]=[CH:13]\[CH2:14][CH2:15][CH2:16][CH2:17][CH3:18])(=[O:49])=[O:48], predict the reactants needed to synthesize it. The reactants are: [CH2:1]([CH:19]([CH2:21][CH2:22][CH2:23][CH2:24][CH2:25][CH2:26][CH2:27][CH2:28]/[CH:29]=[CH:30]\[CH2:31]/[CH:32]=[CH:33]\[CH2:34][CH2:35][CH2:36][CH2:37][CH3:38])[OH:20])[CH2:2][CH2:3][CH2:4][CH2:5][CH2:6][CH2:7][CH2:8]/[CH:9]=[CH:10]\[CH2:11]/[CH:12]=[CH:13]\[CH2:14][CH2:15][CH2:16][CH2:17][CH3:18].C(N(CC)CC)C.[CH3:46][S:47](Cl)(=[O:49])=[O:48]. (5) Given the product [C:1]([O:5][C:6](=[O:33])[NH:7][CH2:8][CH2:9][CH2:10][N:11]1[C:25]2[CH:30]=[CH:29][C:28]([Cl:31])=[CH:27][C:26]=2[C:18]2[N:17]([CH:19]3[CH2:24][CH2:23][CH2:22][CH2:21][O:20]3)[N:16]=[CH:15][C:14]=2[C:12]1=[O:13])([CH3:4])([CH3:3])[CH3:2], predict the reactants needed to synthesize it. The reactants are: [C:1]([O:5][C:6](=[O:33])[NH:7][CH2:8][CH2:9][CH2:10][N:11]([C:25]1[CH:30]=[CH:29][C:28]([Cl:31])=[CH:27][C:26]=1Br)[C:12]([C:14]1[CH:15]=[N:16][N:17]([CH:19]2[CH2:24][CH2:23][CH2:22][CH2:21][O:20]2)[CH:18]=1)=[O:13])([CH3:4])([CH3:3])[CH3:2].CC([O-])=O.[K+]. (6) Given the product [NH3:6].[CH3:1][O:2][C:3]1[CH:8]=[CH:7][N:6]=[C:5]([NH2:25])[CH:4]=1, predict the reactants needed to synthesize it. The reactants are: [CH3:1][O:2][C:3]1[CH:8]=[CH:7][N:6]=[C:5](C(NN)=O)[CH:4]=1.FC(F)(F)C(O)=O.C(O[N:25]=O)(C)(C)C.C(O)(C)(C)C.